From a dataset of Forward reaction prediction with 1.9M reactions from USPTO patents (1976-2016). Predict the product of the given reaction. (1) Given the reactants [CH:1]([C:4]1[CH:28]=[CH:27][C:7]([O:8][C:9]([CH3:26])([CH2:15][C:16]2[CH:21]=[CH:20][C:19]([O:22][CH2:23][CH2:24][OH:25])=[CH:18][CH:17]=2)[C:10]([O:12][CH2:13][CH3:14])=[O:11])=[CH:6][CH:5]=1)([CH3:3])[CH3:2].[CH3:29][S:30](Cl)(=[O:32])=[O:31], predict the reaction product. The product is: [CH:1]([C:4]1[CH:28]=[CH:27][C:7]([O:8][C:9]([CH3:26])([CH2:15][C:16]2[CH:17]=[CH:18][C:19]([O:22][CH2:23][CH2:24][O:25][S:30]([CH3:29])(=[O:32])=[O:31])=[CH:20][CH:21]=2)[C:10]([O:12][CH2:13][CH3:14])=[O:11])=[CH:6][CH:5]=1)([CH3:2])[CH3:3]. (2) Given the reactants [Cl:1][C:2]1[CH:7]=[CH:6][CH:5]=[CH:4][C:3]=1[C:8]([CH3:12])([CH3:11])[C:9]#[CH:10].C([Li])CCC.[F:18][C:19]([F:28])([F:27])[C:20](=[O:26])[C:21]([O:23][CH2:24][CH3:25])=[O:22].[Cl-].[NH4+], predict the reaction product. The product is: [Cl:1][C:2]1[CH:7]=[CH:6][CH:5]=[CH:4][C:3]=1[C:8]([CH3:12])([CH3:11])[C:9]#[C:10][C:20]([OH:26])([C:19]([F:28])([F:27])[F:18])[C:21]([O:23][CH2:24][CH3:25])=[O:22]. (3) Given the reactants [CH:1]([N:4]1[C:8]([C:9]2[N:18]=[C:17]3[N:11]([CH2:12][CH2:13][O:14][C:15]4[CH:22]=[C:21]([OH:23])[CH:20]=[CH:19][C:16]=43)[CH:10]=2)=[N:7][CH:6]=[N:5]1)([CH3:3])[CH3:2].[C:24]([C@H:27](OS(C)(=O)=O)[CH3:28])(=[O:26])[NH2:25].C(=O)([O-])[O-].[K+].[K+], predict the reaction product. The product is: [CH:1]([N:4]1[C:8]([C:9]2[N:18]=[C:17]3[C:16]4[CH:19]=[CH:20][C:21]([O:23][C@@H:27]([CH3:28])[C:24]([NH2:25])=[O:26])=[CH:22][C:15]=4[O:14][CH2:13][CH2:12][N:11]3[CH:10]=2)=[N:7][CH:6]=[N:5]1)([CH3:3])[CH3:2]. (4) The product is: [Cl:16][C:17]1[CH:18]=[CH:19][C:20]([C:23]2[CH:24]=[CH:25][C:26]([C:29]#[C:30][C:2]3[CH:3]=[CH:4][C:5]4[S:14][C:13]5[CH2:12][CH2:11][NH:10][CH2:9][CH2:8][C:7]=5[C:6]=4[CH:15]=3)=[N:27][CH:28]=2)=[CH:21][CH:22]=1. Given the reactants I[C:2]1[CH:3]=[CH:4][C:5]2[S:14][C:13]3[CH2:12][CH2:11][NH:10][CH2:9][CH2:8][C:7]=3[C:6]=2[CH:15]=1.[Cl:16][C:17]1[CH:22]=[CH:21][C:20]([C:23]2[CH:24]=[CH:25][C:26]([C:29]#[CH:30])=[N:27][CH:28]=2)=[CH:19][CH:18]=1, predict the reaction product. (5) The product is: [C:2]([C:6]1[N:10]([CH2:11][CH:12]2[CH2:17][CH2:16][O:15][CH2:14][CH2:13]2)[C:9]2[CH:18]=[CH:19][C:20]([N:22]([CH2:23][CH3:24])[S:31]([C:25]3[CH:30]=[CH:29][CH:28]=[CH:27][CH:26]=3)(=[O:33])=[O:32])=[CH:21][C:8]=2[N:7]=1)([CH3:5])([CH3:3])[CH3:4]. Given the reactants Cl.[C:2]([C:6]1[N:10]([CH2:11][CH:12]2[CH2:17][CH2:16][O:15][CH2:14][CH2:13]2)[C:9]2[CH:18]=[CH:19][C:20]([NH:22][CH2:23][CH3:24])=[CH:21][C:8]=2[N:7]=1)([CH3:5])([CH3:4])[CH3:3].[C:25]1([S:31](Cl)(=[O:33])=[O:32])[CH:30]=[CH:29][CH:28]=[CH:27][CH:26]=1, predict the reaction product. (6) Given the reactants [Cl:1][C:2]1[CH:7]=[CH:6][CH:5]=[C:4]([Cl:8])[C:3]=1[C:9](Cl)=[N:10][OH:11].[Cl:13][CH:14]([Cl:26])[C:15]([NH:17][C:18]1[CH:23]=[CH:22][CH:21]=[CH:20][C:19]=1[C:24]#[CH:25])=[O:16], predict the reaction product. The product is: [Cl:13][CH:14]([Cl:26])[C:15]([NH:17][C:18]1[CH:23]=[CH:22][CH:21]=[CH:20][C:19]=1[C:24]1[O:11][N:10]=[C:9]([C:3]2[C:2]([Cl:1])=[CH:7][CH:6]=[CH:5][C:4]=2[Cl:8])[CH:25]=1)=[O:16]. (7) Given the reactants [C:1]1([C:34]2[CH:39]=[CH:38][CH:37]=[CH:36][CH:35]=2)[CH:6]=[CH:5][CH:4]=[C:3]([N:7]([CH2:15][C:16]2[CH:33]=[CH:32][C:19]3/[C:20](=[CH:29]/[C:30]#[N:31])/[C:21]4[CH:28]=[CH:27][CH:26]=[CH:25][C:22]=4[CH2:23][CH2:24][C:18]=3[CH:17]=2)[C:8](=[O:14])[CH2:9][C:10]([O:12]C)=[O:11])[CH:2]=1.[OH-].[Na+].Cl, predict the reaction product. The product is: [C:1]1([C:34]2[CH:35]=[CH:36][CH:37]=[CH:38][CH:39]=2)[CH:6]=[CH:5][CH:4]=[C:3]([N:7]([CH2:15][C:16]2[CH:33]=[CH:32][C:19]3/[C:20](=[CH:29]/[C:30]#[N:31])/[C:21]4[CH:28]=[CH:27][CH:26]=[CH:25][C:22]=4[CH2:23][CH2:24][C:18]=3[CH:17]=2)[C:8](=[O:14])[CH2:9][C:10]([OH:12])=[O:11])[CH:2]=1. (8) Given the reactants Br[CH2:2][CH2:3][CH2:4][CH2:5][C:6](Cl)=[O:7].[F:9][C:10]1[CH:15]=[CH:14][C:13]([C@@H:16]([NH2:18])[CH3:17])=[CH:12][CH:11]=1.[OH-].[Na+], predict the reaction product. The product is: [F:9][C:10]1[CH:15]=[CH:14][C:13]([CH:16]([N:18]2[CH2:2][CH2:3][CH2:4][CH2:5][C:6]2=[O:7])[CH3:17])=[CH:12][CH:11]=1.